From a dataset of Reaction yield outcomes from USPTO patents with 853,638 reactions. Predict the reaction yield, written as a fraction of the theoretical maximum amount of product (1.0 means a 100% yield; for example, 0.34 means a 34% yield). (1) The reactants are Cl[C:2]1[C:7]([F:8])=[C:6]([C:9]2[CH:14]=[CH:13][N:12]=[C:11]([NH:15][CH:16]3[CH2:21][CH2:20][O:19][CH2:18][CH2:17]3)[N:10]=2)[CH:5]=[CH:4][N:3]=1.Cl.[OH2:23]. No catalyst specified. The product is [F:8][C:7]1[C:2](=[O:23])[NH:3][CH:4]=[CH:5][C:6]=1[C:9]1[CH:14]=[CH:13][N:12]=[C:11]([NH:15][CH:16]2[CH2:21][CH2:20][O:19][CH2:18][CH2:17]2)[N:10]=1. The yield is 0.751. (2) The reactants are [Cl:1][C:2]1[N:3]=[N:4][C:5]([C:8]2[CH:9]=[N:10][N:11](C(C3C=CC=CC=3)(C3C=CC=CC=3)C3C=CC=CC=3)[CH:12]=2)=[CH:6][CH:7]=1.Cl. The catalyst is C1COCC1. The product is [Cl:1][C:2]1[N:3]=[N:4][C:5]([C:8]2[CH:9]=[N:10][NH:11][CH:12]=2)=[CH:6][CH:7]=1. The yield is 0.900. (3) The reactants are [CH3:1][C:2]([CH3:10])([C:4](=[O:9])[CH2:5][C:6](=O)[CH3:7])[CH3:3].S([O-])([O-])(=O)=O.[Na+].[Na+].[CH:18]([NH2:21])([CH3:20])[CH3:19]. The catalyst is C1(C)C=CC=CC=1. The product is [CH3:1][C:2]([CH3:10])([C:4](=[O:9])[CH2:5][CH:6]([NH:21][CH:18]([CH3:20])[CH3:19])[CH3:7])[CH3:3]. The yield is 0.840. (4) The reactants are [CH3:1][N:2]1[CH:6]=[C:5]([N+:7]([O-:9])=[O:8])[CH:4]=[N:3]1.[C:10]1(=[O:17])[CH2:16][CH2:15][CH:14]=[CH:13][CH2:12][CH2:11]1.C[Si](C)(C)[N-][Si](C)(C)C.[Li+].[Cl-].[NH4+]. The catalyst is C1COCC1. The product is [CH3:1][N:2]1[C:6]([C:10]2([OH:17])[CH2:16][CH2:15][CH:14]=[CH:13][CH2:12][CH2:11]2)=[C:5]([N+:7]([O-:9])=[O:8])[CH:4]=[N:3]1. The yield is 0.490. (5) The reactants are [CH2:1]([NH:8][C:9](=[O:19])[C:10]1[CH:15]=[C:14]([O:16][CH3:17])[CH:13]=[C:12]([I:18])[CH:11]=1)[C:2]1C=CC=CC=1.[CH3:20][N:21]1CCN[CH2:23][CH2:22]1.IC1C=C(C=C(OC)C=1)C(O)=O. No catalyst specified. The product is [I:18][C:12]1[CH:11]=[C:10]([C:9]([N:8]2[CH2:1][CH2:2][N:21]([CH3:20])[CH2:22][CH2:23]2)=[O:19])[CH:15]=[C:14]([O:16][CH3:17])[CH:13]=1. The yield is 0.800. (6) The product is [C:18]([O:11][CH2:10][CH:7]1[CH2:8][CH2:9][CH:4]([CH2:1][C:2]#[CH:3])[CH2:5][CH2:6]1)(=[O:20])[CH3:19]. The catalyst is CN(C=O)C. The yield is 0.910. The reactants are [CH2:1]([CH:4]1[CH2:9][CH2:8][CH:7]([CH2:10][OH:11])[CH2:6][CH2:5]1)[C:2]#[CH:3].N1C=CC=CC=1.[C:18](OC(=O)C)(=[O:20])[CH3:19].